Task: Predict which catalyst facilitates the given reaction.. Dataset: Catalyst prediction with 721,799 reactions and 888 catalyst types from USPTO (1) Reactant: [Br:1][C:2]1[CH:3]=[C:4]([NH:10][C:11](=[O:14])[O:12][CH3:13])[CH:5]=[C:6]([Br:9])[C:7]=1[F:8].C[Si]([N-][Si](C)(C)C)(C)C.[Na+].Cl[CH2:26][C:27]1[CH:32]=[CH:31][C:30]([O:33][CH3:34])=[CH:29][CH:28]=1. Product: [Br:1][C:2]1[CH:3]=[C:4]([N:10]([CH2:26][C:27]2[CH:32]=[CH:31][C:30]([O:33][CH3:34])=[CH:29][CH:28]=2)[C:11](=[O:14])[O:12][CH3:13])[CH:5]=[C:6]([Br:9])[C:7]=1[F:8]. The catalyst class is: 3. (2) Reactant: Br[C:2]1(Br)[C:10]2[C:5](=[N:6][CH:7]=[CH:8][CH:9]=2)[N:4]([C:11]2[CH:12]=[N:13][CH:14]=[CH:15][CH:16]=2)[C:3]1=[O:17].C(=O)([O-])O.[Na+]. Product: [N:13]1[CH:14]=[CH:15][CH:16]=[C:11]([N:4]2[C:5]3=[N:6][CH:7]=[CH:8][CH:9]=[C:10]3[CH2:2][C:3]2=[O:17])[CH:12]=1. The catalyst class is: 63.